From a dataset of Peptide-MHC class I binding affinity with 185,985 pairs from IEDB/IMGT. Regression. Given a peptide amino acid sequence and an MHC pseudo amino acid sequence, predict their binding affinity value. This is MHC class I binding data. (1) The peptide sequence is FLVPFVVFL. The MHC is HLA-A02:02 with pseudo-sequence HLA-A02:02. The binding affinity (normalized) is 1.00. (2) The peptide sequence is DPNPQEVVL. The MHC is HLA-A02:02 with pseudo-sequence HLA-A02:02. The binding affinity (normalized) is 0. (3) The peptide sequence is RSSPRETMK. The MHC is HLA-A29:02 with pseudo-sequence HLA-A29:02. The binding affinity (normalized) is 0.0847. (4) The peptide sequence is ELRSLYNTV. The MHC is HLA-A02:03 with pseudo-sequence HLA-A02:03. The binding affinity (normalized) is 0.0400. (5) The peptide sequence is SYRNFSFSL. The MHC is HLA-B39:01 with pseudo-sequence HLA-B39:01. The binding affinity (normalized) is 0.407.